Dataset: NCI-60 drug combinations with 297,098 pairs across 59 cell lines. Task: Regression. Given two drug SMILES strings and cell line genomic features, predict the synergy score measuring deviation from expected non-interaction effect. (1) Drug 1: C#CCC(CC1=CN=C2C(=N1)C(=NC(=N2)N)N)C3=CC=C(C=C3)C(=O)NC(CCC(=O)O)C(=O)O. Drug 2: C(CCl)NC(=O)N(CCCl)N=O. Cell line: HT29. Synergy scores: CSS=-2.35, Synergy_ZIP=1.63, Synergy_Bliss=-1.60, Synergy_Loewe=-5.73, Synergy_HSA=-5.72. (2) Drug 1: C1=CC(=CC=C1CCC2=CNC3=C2C(=O)NC(=N3)N)C(=O)NC(CCC(=O)O)C(=O)O. Drug 2: C1C(C(OC1N2C=C(C(=O)NC2=O)F)CO)O. Cell line: SR. Synergy scores: CSS=65.7, Synergy_ZIP=3.80, Synergy_Bliss=0.273, Synergy_Loewe=9.44, Synergy_HSA=7.48. (3) Drug 1: C1=C(C(=O)NC(=O)N1)N(CCCl)CCCl. Synergy scores: CSS=46.0, Synergy_ZIP=-12.3, Synergy_Bliss=-6.02, Synergy_Loewe=-20.2, Synergy_HSA=-4.68. Cell line: DU-145. Drug 2: C1=CN(C(=O)N=C1N)C2C(C(C(O2)CO)O)O.Cl. (4) Drug 1: C1CCC(CC1)NC(=O)N(CCCl)N=O. Drug 2: CC1=C2C(C(=O)C3(C(CC4C(C3C(C(C2(C)C)(CC1OC(=O)C(C(C5=CC=CC=C5)NC(=O)OC(C)(C)C)O)O)OC(=O)C6=CC=CC=C6)(CO4)OC(=O)C)O)C)O. Cell line: SK-OV-3. Synergy scores: CSS=44.8, Synergy_ZIP=6.37, Synergy_Bliss=6.29, Synergy_Loewe=-6.95, Synergy_HSA=8.50. (5) Drug 1: C1=C(C(=O)NC(=O)N1)N(CCCl)CCCl. Drug 2: B(C(CC(C)C)NC(=O)C(CC1=CC=CC=C1)NC(=O)C2=NC=CN=C2)(O)O. Cell line: RPMI-8226. Synergy scores: CSS=17.6, Synergy_ZIP=-11.1, Synergy_Bliss=-12.4, Synergy_Loewe=-17.7, Synergy_HSA=-12.0. (6) Drug 1: CCCCC(=O)OCC(=O)C1(CC(C2=C(C1)C(=C3C(=C2O)C(=O)C4=C(C3=O)C=CC=C4OC)O)OC5CC(C(C(O5)C)O)NC(=O)C(F)(F)F)O. Drug 2: CC12CCC3C(C1CCC2O)C(CC4=C3C=CC(=C4)O)CCCCCCCCCS(=O)CCCC(C(F)(F)F)(F)F. Cell line: BT-549. Synergy scores: CSS=42.9, Synergy_ZIP=-4.56, Synergy_Bliss=-8.06, Synergy_Loewe=-10.7, Synergy_HSA=-5.31.